The task is: Predict the product of the given reaction.. This data is from Forward reaction prediction with 1.9M reactions from USPTO patents (1976-2016). (1) Given the reactants [CH2:1]([O:3][C:4]([C:6]1[C:15](=O)[C:14]2[C:9](=[CH:10][CH:11]=[C:12]([F:17])[CH:13]=2)[NH:8][CH:7]=1)=[O:5])[CH3:2].S(Cl)([Cl:20])=O, predict the reaction product. The product is: [CH2:1]([O:3][C:4]([C:6]1[CH:7]=[N:8][C:9]2[C:14]([C:15]=1[Cl:20])=[CH:13][C:12]([F:17])=[CH:11][CH:10]=2)=[O:5])[CH3:2]. (2) Given the reactants [CH3:1][C:2]1[CH:10]=[C:9]([CH3:11])[CH:8]=[CH:7][C:3]=1[C:4]([OH:6])=[O:5].[I:12]([O-])(=O)(=O)=O.[Na+].II.S(=O)(=O)(O)O.[O-]S([O-])(=S)=O.[Na+].[Na+], predict the reaction product. The product is: [I:12][C:8]1[C:9]([CH3:11])=[CH:10][C:2]([CH3:1])=[C:3]([CH:7]=1)[C:4]([OH:6])=[O:5].